The task is: Predict the product of the given reaction.. This data is from Forward reaction prediction with 1.9M reactions from USPTO patents (1976-2016). (1) The product is: [CH3:19][N:20]([CH2:21][CH:22]([CH3:24])[CH3:23])[C:2]1[CH:11]=[CH:10][C:9]2[CH2:8][N:7]([C:12]([O:14][C:15]([CH3:18])([CH3:17])[CH3:16])=[O:13])[CH2:6][CH2:5][C:4]=2[N:3]=1. Given the reactants Cl[C:2]1[CH:11]=[CH:10][C:9]2[CH2:8][N:7]([C:12]([O:14][C:15]([CH3:18])([CH3:17])[CH3:16])=[O:13])[CH2:6][CH2:5][C:4]=2[N:3]=1.[CH3:19][NH:20][CH2:21][CH:22]([CH3:24])[CH3:23], predict the reaction product. (2) Given the reactants [CH2:1]([N:8]1[C:12](I)=[C:11]([CH:14]=[O:15])[CH:10]=[C:9]1[C:16]([O:18][CH3:19])=[O:17])[C:2]1[CH:7]=[CH:6][CH:5]=[CH:4][CH:3]=1.[C:20]1([C:26]([C:30]2[CH:35]=[CH:34][CH:33]=[CH:32][CH:31]=2)([OH:29])[C:27]#[CH:28])[CH:25]=[CH:24][CH:23]=[CH:22][CH:21]=1.C1C=CC(P(C2C=CC=CC=2)C2C=CC=CC=2)=CC=1.CCN(CC)CC, predict the reaction product. The product is: [CH2:1]([N:8]1[C:12]([C:28]#[C:27][C:26]([OH:29])([C:20]2[CH:25]=[CH:24][CH:23]=[CH:22][CH:21]=2)[C:30]2[CH:35]=[CH:34][CH:33]=[CH:32][CH:31]=2)=[C:11]([CH:14]=[O:15])[CH:10]=[C:9]1[C:16]([O:18][CH3:19])=[O:17])[C:2]1[CH:7]=[CH:6][CH:5]=[CH:4][CH:3]=1.